This data is from Peptide-MHC class II binding affinity with 134,281 pairs from IEDB. The task is: Regression. Given a peptide amino acid sequence and an MHC pseudo amino acid sequence, predict their binding affinity value. This is MHC class II binding data. The peptide sequence is VKLRRSSAAQVDGFY. The MHC is HLA-DQA10501-DQB10201 with pseudo-sequence HLA-DQA10501-DQB10201. The binding affinity (normalized) is 0.502.